The task is: Predict which catalyst facilitates the given reaction.. This data is from Catalyst prediction with 721,799 reactions and 888 catalyst types from USPTO. (1) Reactant: [Cl:1][C:2]1[CH:8]=[CH:7][C:5]([NH2:6])=[CH:4][C:3]=1[CH3:9].[C:10](O[C:10]([O:12][C:13]([CH3:16])([CH3:15])[CH3:14])=[O:11])([O:12][C:13]([CH3:16])([CH3:15])[CH3:14])=[O:11]. Product: [Cl:1][C:2]1[CH:8]=[CH:7][C:5]([NH:6][C:10](=[O:11])[O:12][C:13]([CH3:16])([CH3:15])[CH3:14])=[CH:4][C:3]=1[CH3:9]. The catalyst class is: 12. (2) Reactant: [Cl:1][C:2]1[CH:3]=[C:4]([NH:8][C:9](=[O:30])[CH:10]([C:21]2[CH:29]=[CH:28][C:24]([C:25]([OH:27])=O)=[CH:23][CH:22]=2)[C:11]([NH:13][C:14]2[CH:19]=[CH:18][CH:17]=[C:16]([Cl:20])[CH:15]=2)=[O:12])[CH:5]=[CH:6][CH:7]=1.CCN=C=NCCCN(C)C.[CH:42]1[CH:43]=[CH:44][C:45]2[N:50](O)N=[N:48][C:46]=2[CH:47]=1.C1(N)C=CC=CC=1N. Product: [NH2:48][C:46]1[CH:47]=[CH:42][CH:43]=[CH:44][C:45]=1[NH:50][C:25]([C:24]1[CH:23]=[CH:22][C:21]([CH:10]([C:11]([NH:13][C:14]2[CH:19]=[CH:18][CH:17]=[C:16]([Cl:20])[CH:15]=2)=[O:12])[C:9]([NH:8][C:4]2[CH:5]=[CH:6][CH:7]=[C:2]([Cl:1])[CH:3]=2)=[O:30])=[CH:29][CH:28]=1)=[O:27]. The catalyst class is: 3.